Dataset: Reaction yield outcomes from USPTO patents with 853,638 reactions. Task: Predict the reaction yield, written as a fraction of the theoretical maximum amount of product (1.0 means a 100% yield; for example, 0.34 means a 34% yield). (1) The reactants are [N:1]12[CH2:9][CH2:8][CH:5]([CH2:6][CH2:7]1)[NH:4][CH2:3][CH2:2]2.[N:10]([C:13]([C:16]1[CH:21]=[CH:20][CH:19]=[C:18]([C:22]([CH3:24])=[CH2:23])[CH:17]=1)([CH3:15])[CH3:14])=[C:11]=[O:12]. The catalyst is C(Cl)(Cl)Cl. The product is [CH2:23]=[C:22]([C:18]1[CH:17]=[C:16]([C:13]([NH:10][C:11]([N:4]2[CH:5]3[CH2:8][CH2:9][N:1]([CH2:7][CH2:6]3)[CH2:2][CH2:3]2)=[O:12])([CH3:15])[CH3:14])[CH:21]=[CH:20][CH:19]=1)[CH3:24]. The yield is 0.360. (2) The reactants are [Cl:1][C:2]1[CH:3]=[C:4]([CH:8]=[CH:9][CH:10]=1)[C:5]([OH:7])=O.[CH:11]1[CH:12]=[CH:13][C:14]2[N:19](O)N=N[C:15]=2[CH:16]=1.CCN=C=NCCCN(C)C.C(N(C(C)C)CC)(C)C.N1CCCCCC1. The catalyst is C1COCC1. The product is [N:19]1([C:5]([C:4]2[CH:8]=[CH:9][CH:10]=[C:2]([Cl:1])[CH:3]=2)=[O:7])[CH2:15][CH2:16][CH2:11][CH2:12][CH2:13][CH2:14]1. The yield is 0.590.